Dataset: Forward reaction prediction with 1.9M reactions from USPTO patents (1976-2016). Task: Predict the product of the given reaction. Given the reactants [NH2:1][CH2:2][C@@H:3]1[C@H:8]([CH3:9])[CH2:7][CH2:6][CH2:5][N:4]1[C:10]([C:12]1[N:13]=[C:14]([CH3:24])[S:15][C:16]=1[C:17]1[CH:22]=[CH:21][C:20]([F:23])=[CH:19][CH:18]=1)=[O:11].[CH3:25][O:26][C:27]1[CH:32]=[CH:31][N:30]=[C:29](Cl)[N:28]=1.CCN(C(C)C)C(C)C, predict the reaction product. The product is: [F:23][C:20]1[CH:19]=[CH:18][C:17]([C:16]2[S:15][C:14]([CH3:24])=[N:13][C:12]=2[C:10]([N:4]2[CH2:5][CH2:6][CH2:7][C@@H:8]([CH3:9])[C@H:3]2[CH2:2][NH:1][C:29]2[N:28]=[C:27]([O:26][CH3:25])[CH:32]=[CH:31][N:30]=2)=[O:11])=[CH:22][CH:21]=1.